From a dataset of Reaction yield outcomes from USPTO patents with 853,638 reactions. Predict the reaction yield, written as a fraction of the theoretical maximum amount of product (1.0 means a 100% yield; for example, 0.34 means a 34% yield). (1) The reactants are [N:1]([CH2:4][C:5]1[CH:6]=[CH:7][C:8]([O:11][CH2:12][C:13]([F:18])([F:17])[CH:14]([F:16])[F:15])=[N:9][CH:10]=1)=[N+]=[N-].[ClH:19]. The catalyst is CO.[Pd]. The product is [ClH:19].[F:18][C:13]([F:17])([CH:14]([F:16])[F:15])[CH2:12][O:11][C:8]1[N:9]=[CH:10][C:5]([CH2:4][NH2:1])=[CH:6][CH:7]=1. The yield is 0.930. (2) The reactants are C[O:2][C:3]1[CH:4]=[C:5]([CH:11]=[CH:12][C:13](=[O:26])[CH:14]=[CH:15][C:16]2[CH:21]=[CH:20][C:19]([O:22]C)=[C:18]([O:24]C)[CH:17]=2)[CH:6]=[CH:7][C:8]=1[O:9]C.B(Br)(Br)Br.Cl. The catalyst is ClCCl. The product is [OH:2][C:3]1[CH:4]=[C:5]([CH:11]=[CH:12][C:13](=[O:26])[CH:14]=[CH:15][C:16]2[CH:21]=[CH:20][C:19]([OH:22])=[C:18]([OH:24])[CH:17]=2)[CH:6]=[CH:7][C:8]=1[OH:9]. The yield is 0.760. (3) The reactants are [OH:1][CH2:2][C:3]([CH3:9])([CH3:8])[C:4]([NH:6][CH3:7])=[O:5].[N+:10]([C:13]1[CH:20]=[CH:19][CH:18]=[C:17]([N+]([O-])=O)[C:14]=1[C:15]#[N:16])([O-:12])=[O:11]. No catalyst specified. The product is [C:15]([C:14]1[C:13]([N+:10]([O-:12])=[O:11])=[CH:20][CH:19]=[CH:18][C:17]=1[O:1][CH2:2][C:3]([CH3:9])([CH3:8])[C:4]([NH:6][CH3:7])=[O:5])#[N:16]. The yield is 0.770. (4) The reactants are [F:1][C:2]1[CH:20]=[C:19]([F:21])[CH:18]=[CH:17][C:3]=1[CH2:4][O:5][C:6]1[CH:11]=[C:10]([CH3:12])[N:9]([CH2:13][C:14]#[CH:15])[C:8](=[O:16])[CH:7]=1.C1C(=O)N([Br:29])C(=O)C1. No catalyst specified. The product is [Br:29][C:7]1[C:8](=[O:16])[N:9]([CH2:13][C:14]#[CH:15])[C:10]([CH3:12])=[CH:11][C:6]=1[O:5][CH2:4][C:3]1[CH:17]=[CH:18][C:19]([F:21])=[CH:20][C:2]=1[F:1]. The yield is 0.570. (5) The product is [OH:14][CH2:13][CH2:12][CH:10]1[CH2:11][N:8]([C:6]([O:5][C:1]([CH3:4])([CH3:3])[CH3:2])=[O:7])[CH2:9]1. The reactants are [C:1]([O:5][C:6]([N:8]1[CH2:11][CH:10]([CH2:12][C:13](O)=[O:14])[CH2:9]1)=[O:7])([CH3:4])([CH3:3])[CH3:2]. The catalyst is C1COCC1. The yield is 1.00. (6) The reactants are [F:1][CH:2]([F:19])[CH2:3][NH:4][CH:5]1[CH2:11][CH2:10][C:9]2[C:12](OC)=[C:13]([NH2:16])[CH:14]=[CH:15][C:8]=2[CH2:7][CH2:6]1.Cl[C:21]1[N:26]=[C:25]([NH:27][C@@H:28]2[CH2:33][CH2:32][CH2:31][CH2:30][C@H:29]2[NH:34][S:35]([CH3:38])(=[O:37])=[O:36])[C:24]([Cl:39])=[CH:23][N:22]=1. No catalyst specified. The product is [Cl:39][C:24]1[C:25]([NH:27][C@@H:28]2[CH2:33][CH2:32][CH2:31][CH2:30][C@H:29]2[NH:34][S:35]([CH3:38])(=[O:37])=[O:36])=[N:26][C:21]([NH:16][C:13]2[CH:14]=[CH:15][C:8]3[CH2:7][CH2:6][CH:5]([NH:4][CH2:3][CH:2]([F:19])[F:1])[CH2:11][CH2:10][C:9]=3[CH:12]=2)=[N:22][CH:23]=1. The yield is 0.607.